From a dataset of Peptide-MHC class II binding affinity with 134,281 pairs from IEDB. Regression. Given a peptide amino acid sequence and an MHC pseudo amino acid sequence, predict their binding affinity value. This is MHC class II binding data. (1) The peptide sequence is DTVPRGYRIAARPGA. The MHC is HLA-DPA10103-DPB10401 with pseudo-sequence HLA-DPA10103-DPB10401. The binding affinity (normalized) is 0.0587. (2) The peptide sequence is LIEVNPPFGDSYIIV. The MHC is DRB1_0404 with pseudo-sequence DRB1_0404. The binding affinity (normalized) is 0.222.